Task: Predict which catalyst facilitates the given reaction.. Dataset: Catalyst prediction with 721,799 reactions and 888 catalyst types from USPTO (1) Reactant: Br[C:2]1[N:6]([S:7]([C:10]2[CH:11]=[N:12][CH:13]=[CH:14][CH:15]=2)(=[O:9])=[O:8])[CH:5]=[C:4]([CH2:16][N:17]([CH3:25])[C:18](=[O:24])[O:19][C:20]([CH3:23])([CH3:22])[CH3:21])[CH:3]=1.[Cl:26][C:27]1[C:32](B(O)O)=[CH:31][CH:30]=[CH:29][N:28]=1.C(=O)([O-])O.[Na+].COCCOC. Product: [Cl:26][C:27]1[C:32]([C:2]2[N:6]([S:7]([C:10]3[CH:11]=[N:12][CH:13]=[CH:14][CH:15]=3)(=[O:9])=[O:8])[CH:5]=[C:4]([CH2:16][N:17]([CH3:25])[C:18](=[O:24])[O:19][C:20]([CH3:23])([CH3:22])[CH3:21])[CH:3]=2)=[CH:31][CH:30]=[CH:29][N:28]=1. The catalyst class is: 103. (2) Reactant: [C:1]([C:3]1[CH:4]=[C:5]([NH:10][C:11]2[C:12]3[CH:20]=[C:19]([NH:21]CC4C=CC(OC)=CC=4)[N:18]=[CH:17][C:13]=3[N:14]=[CH:15][N:16]=2)[CH:6]=[CH:7][C:8]=1[F:9])#[CH:2].FC(F)(F)C(O)=O.C1(OC)C=CC=CC=1. Product: [C:1]([C:3]1[CH:4]=[C:5]([NH:10][C:11]2[C:12]3[CH:20]=[C:19]([NH2:21])[N:18]=[CH:17][C:13]=3[N:14]=[CH:15][N:16]=2)[CH:6]=[CH:7][C:8]=1[F:9])#[CH:2]. The catalyst class is: 2.